From a dataset of HIV replication inhibition screening data with 41,000+ compounds from the AIDS Antiviral Screen. Binary Classification. Given a drug SMILES string, predict its activity (active/inactive) in a high-throughput screening assay against a specified biological target. The compound is COC(=O)c1sc(=O)n(-c2ccccc2)c1SCc1ccccc1. The result is 0 (inactive).